The task is: Predict the product of the given reaction.. This data is from Forward reaction prediction with 1.9M reactions from USPTO patents (1976-2016). (1) Given the reactants [F:1][C:2]1[CH:7]=[CH:6][C:5]([CH:8]([N:31]2[CH2:36][CH2:35][N:34]([CH:37]([CH3:39])[CH3:38])[CH2:33][CH2:32]2)[CH2:9][N:10]2[CH2:15][CH2:14][N:13]([CH2:16][CH2:17][CH2:18][C:19]3[S:23][C:22]([NH2:24])=[N:21][C:20]=3[C:25]3[CH:30]=[CH:29][CH:28]=[CH:27][CH:26]=3)[CH2:12][CH2:11]2)=[CH:4][CH:3]=1.[ClH:40].O1CCOCC1, predict the reaction product. The product is: [ClH:40].[ClH:40].[ClH:40].[ClH:40].[F:1][C:2]1[CH:7]=[CH:6][C:5]([CH:8]([N:31]2[CH2:32][CH2:33][N:34]([CH:37]([CH3:39])[CH3:38])[CH2:35][CH2:36]2)[CH2:9][N:10]2[CH2:11][CH2:12][N:13]([CH2:16][CH2:17][CH2:18][C:19]3[S:23][C:22]([NH2:24])=[N:21][C:20]=3[C:25]3[CH:30]=[CH:29][CH:28]=[CH:27][CH:26]=3)[CH2:14][CH2:15]2)=[CH:4][CH:3]=1. (2) Given the reactants [NH2:1][C:2]1[CH:22]=[CH:21][C:5]2[N:6]([C:15]3[CH:20]=[CH:19][CH:18]=[CH:17][CH:16]=3)[C:7]([C:9]3[CH:14]=[CH:13][CH:12]=[CH:11][CH:10]=3)=[N:8][C:4]=2[CH:3]=1.[C:23]1([CH2:29][S:30](Cl)(=[O:32])=[O:31])[CH:28]=[CH:27][CH:26]=[CH:25][CH:24]=1, predict the reaction product. The product is: [C:15]1([N:6]2[C:5]3[CH:21]=[CH:22][C:2]([NH:1][S:30]([CH2:29][C:23]4[CH:28]=[CH:27][CH:26]=[CH:25][CH:24]=4)(=[O:32])=[O:31])=[CH:3][C:4]=3[N:8]=[C:7]2[C:9]2[CH:14]=[CH:13][CH:12]=[CH:11][CH:10]=2)[CH:16]=[CH:17][CH:18]=[CH:19][CH:20]=1.